Predict the product of the given reaction. From a dataset of Forward reaction prediction with 1.9M reactions from USPTO patents (1976-2016). (1) Given the reactants [F:1][C:2]1[CH:10]=[CH:9][CH:8]=[C:7]2[C:3]=1[C:4]([C:25](Cl)=[O:26])=[CH:5][N:6]2[CH2:11][C:12]1[CH:17]=[CH:16][C:15]([C:18]2[CH:19]=[N:20][N:21]([CH3:23])[CH:22]=2)=[CH:14][C:13]=1[F:24].C(N(CC)CC)C.Cl.[NH2:36][C@H:37]1[CH2:41][CH2:40][CH2:39][C@@H:38]1[OH:42], predict the reaction product. The product is: [F:1][C:2]1[CH:10]=[CH:9][CH:8]=[C:7]2[C:3]=1[C:4]([C:25]([NH:36][C@H:37]1[CH2:41][CH2:40][CH2:39][C@@H:38]1[OH:42])=[O:26])=[CH:5][N:6]2[CH2:11][C:12]1[CH:17]=[CH:16][C:15]([C:18]2[CH:19]=[N:20][N:21]([CH3:23])[CH:22]=2)=[CH:14][C:13]=1[F:24]. (2) Given the reactants [N:1]1([C:10]([C:12]2[CH:17]=[CH:16][C:15]([NH:18][C:19]3[S:23][N:22]=[C:21]([OH:24])[C:20]=3[C:25]#[N:26])=[CH:14][CH:13]=2)=[O:11])[C:9]2[C:4](=[CH:5][CH:6]=[CH:7][CH:8]=2)[CH2:3][CH2:2]1.[NH2:27][CH:28]([CH3:31])[CH2:29][OH:30], predict the reaction product. The product is: [N:1]1([C:10]([C:12]2[CH:13]=[CH:14][C:15]([NH:18][C:19]3[S:23][N:22]=[C:21]([OH:24])[C:20]=3[C:25]([NH:27][CH:28]([CH3:31])[CH2:29][OH:30])=[NH:26])=[CH:16][CH:17]=2)=[O:11])[C:9]2[C:4](=[CH:5][CH:6]=[CH:7][CH:8]=2)[CH2:3][CH2:2]1. (3) Given the reactants Cl[C:2]1[CH:10]=[CH:9][C:8]([S:11]([CH3:14])(=[O:13])=[O:12])=[CH:7][C:3]=1[C:4]([OH:6])=[O:5], predict the reaction product. The product is: [CH2:4]([O:5][C:2]1[CH:10]=[CH:9][C:8]([S:11]([CH3:14])(=[O:13])=[O:12])=[CH:7][C:3]=1[C:4]([OH:6])=[O:5])[CH:3]([CH3:7])[CH3:2]. (4) Given the reactants [CH3:1][O:2][C:3]([C@H:5]1[C@H:10]([C:11]2[CH:16]=[C:15]([F:17])[C:14]([F:18])=[CH:13][C:12]=2[F:19])[CH2:9][C:8](=[O:20])[NH:7][CH2:6]1)=[O:4].[CH3:21][O:22][C:23]1[CH:38]=[CH:37][C:26]([CH:27](O)[C:28]2[CH:33]=[CH:32][C:31]([O:34][CH3:35])=[CH:30][CH:29]=2)=[CH:25][CH:24]=1.S(=O)(=O)(O)O, predict the reaction product. The product is: [CH3:1][O:2][C:3]([C@H:5]1[C@H:10]([C:11]2[CH:16]=[C:15]([F:17])[C:14]([F:18])=[CH:13][C:12]=2[F:19])[CH2:9][C:8](=[O:20])[N:7]([CH:27]([C:26]2[CH:37]=[CH:38][C:23]([O:22][CH3:21])=[CH:24][CH:25]=2)[C:28]2[CH:29]=[CH:30][C:31]([O:34][CH3:35])=[CH:32][CH:33]=2)[CH2:6]1)=[O:4]. (5) Given the reactants [F:1][C:2]1[CH:7]=[C:6]([F:8])[CH:5]=[CH:4][C:3]=1[C:9]1[C:17]2[C:12](=[CH:13][C:14]([O:18][CH2:19][CH2:20][CH2:21][N:22]3[CH2:27][CH2:26][N:25]([S:28]([CH3:31])(=[O:30])=[O:29])[CH2:24][CH2:23]3)=[CH:15][CH:16]=2)[C:11](=[O:32])[C:10]=1C1C=CC(C)=CC=1.O1CCN(CCOC2C=C3C(C(C4C=CC=CC=4)=C(Br)C3=O)=CC=2)CC1.[CH3:66][O:67][C:68]1[N:73]=[CH:72][C:71](B(O)O)=[CH:70][CH:69]=1, predict the reaction product. The product is: [F:1][C:2]1[CH:7]=[C:6]([F:8])[CH:5]=[CH:4][C:3]=1[C:9]1[C:17]2[C:12](=[CH:13][C:14]([O:18][CH2:19][CH2:20][CH2:21][N:22]3[CH2:27][CH2:26][N:25]([S:28]([CH3:31])(=[O:29])=[O:30])[CH2:24][CH2:23]3)=[CH:15][CH:16]=2)[C:11](=[O:32])[C:10]=1[C:71]1[CH:72]=[N:73][C:68]([O:67][CH3:66])=[CH:69][CH:70]=1. (6) Given the reactants [CH3:1][C:2]1[N:7]=[CH:6][C:5]([CH2:8][C:9]([OH:11])=O)=[CH:4][CH:3]=1.C(OC(=O)C)(=O)C.[NH:19]1[C:27]2[C:22](=[CH:23][CH:24]=[CH:25][CH:26]=2)[CH:21]=[CH:20]1, predict the reaction product. The product is: [NH:19]1[C:27]2[C:22](=[CH:23][CH:24]=[CH:25][CH:26]=2)[C:21]([C:9](=[O:11])[CH2:8][C:5]2[CH:6]=[N:7][C:2]([CH3:1])=[CH:3][CH:4]=2)=[CH:20]1. (7) Given the reactants [NH2:1][C:2]1[N:7]=[C:6]([C:8]2[O:9][C:10](Br)=[CH:11][CH:12]=2)[C:5]([C:14]#[N:15])=[C:4]([S:16][CH3:17])[N:3]=1.C1([As](C2C=CC=CC=2)C2C=CC=CC=2)C=CC=CC=1.C(N(CC)CC)C.[CH2:44]([OH:46])[CH3:45].CN([CH:50]=[O:51])C, predict the reaction product. The product is: [CH2:44]([O:46][C:50]([C:10]1[O:9][C:8]([C:6]2[C:5]([C:14]#[N:15])=[C:4]([S:16][CH3:17])[N:3]=[C:2]([NH2:1])[N:7]=2)=[CH:12][CH:11]=1)=[O:51])[CH3:45]. (8) Given the reactants C([CH2:3][C:4]1[C:5]([C:26]2[CH:31]=[CH:30][C:29]([CH3:32])=[CH:28][CH:27]=2)=[C:6]([CH2:17][NH:18]C(=O)OC(C)(C)C)[C:7]([CH2:12][C:13]([CH3:16])([CH3:15])[CH3:14])=[N:8][C:9]=1[CH2:10][CH3:11])#N.[C:33](=O)([O-:35])[OH:34].[Na+].O1CCCC1.[C:51](O[C:51]([O:53][C:54]([CH3:57])([CH3:56])[CH3:55])=[O:52])([O:53][C:54]([CH3:57])([CH3:56])[CH3:55])=[O:52], predict the reaction product. The product is: [C:54]([O:53][C:51]([NH:18][CH2:17][C:6]1[C:5]([C:26]2[CH:27]=[CH:28][C:29]([CH3:32])=[CH:30][CH:31]=2)=[C:4]([CH2:3][C:33]([OH:35])=[O:34])[C:9]([CH2:10][CH3:11])=[N:8][C:7]=1[CH2:12][C:13]([CH3:16])([CH3:15])[CH3:14])=[O:52])([CH3:55])([CH3:56])[CH3:57]. (9) Given the reactants C(OC([N:8]1[CH2:13][CH2:12][N:11]([C:14]2[CH:15]=[N:16][C:17]([NH:20][C:21]3[N:22]=[CH:23][C:24]4[CH:30]=[C:29]([CH2:31][O:32]C(=O)C)[C:28](=[O:36])[N:27]([CH:37]5[CH2:41][CH2:40][CH2:39][CH2:38]5)[C:25]=4[N:26]=3)=[CH:18][CH:19]=2)[CH2:10][CH2:9]1)=O)(C)(C)C.C(Cl)(Cl)[Cl:43], predict the reaction product. The product is: [ClH:43].[CH:37]1([N:27]2[C:25]3[N:26]=[C:21]([NH:20][C:17]4[CH:18]=[CH:19][C:14]([N:11]5[CH2:10][CH2:9][NH:8][CH2:13][CH2:12]5)=[CH:15][N:16]=4)[N:22]=[CH:23][C:24]=3[CH:30]=[C:29]([CH2:31][OH:32])[C:28]2=[O:36])[CH2:38][CH2:39][CH2:40][CH2:41]1.